Dataset: Full USPTO retrosynthesis dataset with 1.9M reactions from patents (1976-2016). Task: Predict the reactants needed to synthesize the given product. (1) Given the product [F:19][C:16]1[CH:17]=[N:18][C:11]2[N:10]([C:20]3[CH:21]=[C:22]([C:26]4[CH:31]=[CH:30][CH:29]=[CH:28][C:27]=4[CH2:32][N:33]4[CH2:38][CH2:37][O:36][CH2:35][CH2:34]4)[CH:23]=[CH:24][CH:25]=3)[C:9](=[O:39])[N:8]([C@@H:5]3[CH2:6][CH2:7][C@H:2]([NH:1][C:40](=[O:48])[C:41]4[CH:47]=[CH:46][CH:45]=[CH:44][C:42]=4[OH:43])[CH2:3][CH2:4]3)[C:13](=[O:14])[C:12]=2[CH:15]=1, predict the reactants needed to synthesize it. The reactants are: [NH2:1][C@@H:2]1[CH2:7][CH2:6][C@H:5]([N:8]2[C:13](=[O:14])[C:12]3[CH:15]=[C:16]([F:19])[CH:17]=[N:18][C:11]=3[N:10]([C:20]3[CH:21]=[C:22]([C:26]4[CH:31]=[CH:30][CH:29]=[CH:28][C:27]=4[CH2:32][N:33]4[CH2:38][CH2:37][O:36][CH2:35][CH2:34]4)[CH:23]=[CH:24][CH:25]=3)[C:9]2=[O:39])[CH2:4][CH2:3]1.[C:40](O)(=[O:48])[C:41]1[C:42](=[CH:44][CH:45]=[CH:46][CH:47]=1)[OH:43].F[P-](F)(F)(F)(F)F.N1(OC(N(C)C)=[N+](C)C)C2N=CC=CC=2N=N1.C(N(CC)C(C)C)(C)C. (2) The reactants are: [NH2:1][C:2]1[CH:7]=[CH:6][C:5]([C:8]([C:10]2[CH:19]=[CH:18][CH:17]=[CH:16][C:11]=2[C:12]([O:14][CH3:15])=[O:13])=[O:9])=[CH:4][C:3]=1[N+:20]([O-])=O. Given the product [NH2:20][C:3]1[CH:4]=[C:5]([C:8]([C:10]2[CH:19]=[CH:18][CH:17]=[CH:16][C:11]=2[C:12]([O:14][CH3:15])=[O:13])=[O:9])[CH:6]=[CH:7][C:2]=1[NH2:1], predict the reactants needed to synthesize it. (3) Given the product [O:30]1[C:29]2[CH:28]=[CH:27][C:26](/[C:31](=[CH:18]/[C:17]3[CH:20]=[CH:21][C:14]([O:13][CH2:12][CH2:11][CH2:10][CH2:9][CH2:8][CH2:7][CH2:6][CH2:5][CH2:4][CH2:3][CH2:2][OH:1])=[CH:15][CH:16]=3)/[C:32]#[N:33])=[CH:25][C:24]=2[O:23][CH2:22]1, predict the reactants needed to synthesize it. The reactants are: [OH:1][CH2:2][CH2:3][CH2:4][CH2:5][CH2:6][CH2:7][CH2:8][CH2:9][CH2:10][CH2:11][CH2:12][O:13][C:14]1[CH:21]=[CH:20][C:17]([CH:18]=O)=[CH:16][CH:15]=1.[CH2:22]1[O:30][C:29]2[CH:28]=[CH:27][C:26]([CH2:31][C:32]#[N:33])=[CH:25][C:24]=2[O:23]1. (4) The reactants are: [S:1]1[CH:5]=[CH:4][C:3]2[CH:6]=[CH:7][CH:8]=[CH:9][C:2]1=2.[Br:10]Br. Given the product [Br:10][C:4]1[C:3]2[CH:6]=[CH:7][CH:8]=[CH:9][C:2]=2[S:1][CH:5]=1, predict the reactants needed to synthesize it. (5) Given the product [N:1]1([C:6]2[C:7]3[N:8]([C:16]([C:19]([OH:21])=[O:20])=[CH:17][N:18]=3)[CH:9]=[C:10]([C:12]([F:14])([F:15])[F:13])[CH:11]=2)[CH:5]=[N:4][CH:3]=[N:2]1, predict the reactants needed to synthesize it. The reactants are: [N:1]1([C:6]2[C:7]3[N:8]([C:16]([C:19]([O:21]CC)=[O:20])=[CH:17][N:18]=3)[CH:9]=[C:10]([C:12]([F:15])([F:14])[F:13])[CH:11]=2)[CH:5]=[N:4][CH:3]=[N:2]1.C1COCC1.[OH-].[Na+].Cl. (6) Given the product [CH3:1][N:2]([CH3:27])[C:3]([C:5]1[C:26]2[C:21](=[CH:22][CH:23]=[CH:24][CH:25]=2)[C:8]2([CH2:13][CH2:12][NH:11][CH2:10][CH2:9]2)[CH2:7][CH:6]=1)=[O:4], predict the reactants needed to synthesize it. The reactants are: [CH3:1][N:2]([CH3:27])[C:3]([C:5]1[C:26]2[C:21](=[CH:22][CH:23]=[CH:24][CH:25]=2)[C:8]2([CH2:13][CH2:12][N:11](C(OC(C)(C)C)=O)[CH2:10][CH2:9]2)[CH2:7][CH:6]=1)=[O:4].C(O)(C(F)(F)F)=O. (7) Given the product [CH3:13][O:12][C:9]1[CH:10]=[C:11]2[C:6](=[CH:7][C:8]=1[O:14][CH3:15])[N:5]=[CH:4][CH:3]=[C:2]2[O:23][C:22]1[CH:21]=[CH:20][C:19]([N:24]2[CH2:28][CH:27]([CH2:29][O:30][C:31]3[CH:32]=[CH:33][CH:34]=[CH:35][CH:36]=3)[CH2:26][C:25]2=[O:37])=[CH:18][C:17]=1[F:16], predict the reactants needed to synthesize it. The reactants are: Cl[C:2]1[C:11]2[C:6](=[CH:7][C:8]([O:14][CH3:15])=[C:9]([O:12][CH3:13])[CH:10]=2)[N:5]=[CH:4][CH:3]=1.[F:16][C:17]1[CH:18]=[C:19]([N:24]2[CH2:28][CH:27]([CH2:29][O:30][C:31]3[CH:36]=[CH:35][CH:34]=[CH:33][CH:32]=3)[CH2:26][C:25]2=[O:37])[CH:20]=[CH:21][C:22]=1[OH:23].